From a dataset of Forward reaction prediction with 1.9M reactions from USPTO patents (1976-2016). Predict the product of the given reaction. (1) Given the reactants [Cl:1][C:2]1[CH:3]=[C:4]([S:9]([N:12]2[CH:25]([CH2:26][C:27]([OH:29])=O)[C:24]3[C:19](=[CH:20][CH:21]=[CH:22][CH:23]=3)[C:18]3[CH:17]=[CH:16][CH:15]=[CH:14][C:13]2=3)(=[O:11])=[O:10])[CH:5]=[CH:6][C:7]=1[Cl:8].[NH:30]1[CH2:35][CH2:34][CH:33]([CH2:36][C:37]2[CH:42]=[CH:41][C:40]([C:43]3[NH:44][CH2:45][CH2:46][CH2:47][N:48]=3)=[CH:39][CH:38]=2)[CH2:32][CH2:31]1, predict the reaction product. The product is: [Cl:1][C:2]1[CH:3]=[C:4]([S:9]([N:12]2[CH:25]([CH2:26][C:27]([N:30]3[CH2:35][CH2:34][CH:33]([CH2:36][C:37]4[CH:38]=[CH:39][C:40]([C:43]5[NH:48][CH2:47][CH2:46][CH2:45][N:44]=5)=[CH:41][CH:42]=4)[CH2:32][CH2:31]3)=[O:29])[C:24]3[C:19](=[CH:20][CH:21]=[CH:22][CH:23]=3)[C:18]3[CH:17]=[CH:16][CH:15]=[CH:14][C:13]2=3)(=[O:10])=[O:11])[CH:5]=[CH:6][C:7]=1[Cl:8]. (2) Given the reactants [OH-].[K+].[Cl:3][C:4]1[CH:5]=[C:6]([C:9]#[N:10])[S:7][CH:8]=1.[O-:11]S([O-])(=O)=O.[Na+].[Na+].C, predict the reaction product. The product is: [Cl:3][C:4]1[CH:5]=[C:6]([C:9]([NH2:10])=[O:11])[S:7][CH:8]=1.